Dataset: HIV replication inhibition screening data with 41,000+ compounds from the AIDS Antiviral Screen. Task: Binary Classification. Given a drug SMILES string, predict its activity (active/inactive) in a high-throughput screening assay against a specified biological target. (1) The compound is COC(=O)C(C(C[N+](=O)[O-])c1ccccc1)[PH](c1ccccc1)(c1ccccc1)c1ccccc1. The result is 0 (inactive). (2) The drug is NC(CCCCP(=O)(O)O)C(=O)O. The result is 0 (inactive). (3) The compound is O=C1NC(=O)C(=Cc2c(O)ccc3ccccc23)N1. The result is 0 (inactive).